From a dataset of Full USPTO retrosynthesis dataset with 1.9M reactions from patents (1976-2016). Predict the reactants needed to synthesize the given product. (1) Given the product [F:32][C:33]1[CH:38]=[CH:37][C:36]([CH:39]([C:40]2[CH:45]=[CH:44][C:43]([F:46])=[CH:42][CH:41]=2)[S:47][CH2:48][CH2:49][N:54]2[CH2:55][CH2:56][N:51]([CH2:57][CH:58]([OH:60])[CH3:59])[CH2:52][CH2:53]2)=[CH:35][CH:34]=1, predict the reactants needed to synthesize it. The reactants are: C(SCCN1CCN(CCCC2C=CC=CC=2)CC1)(C1C=CC=CC=1)C1C=CC=CC=1.[F:32][C:33]1[CH:38]=[CH:37][C:36]([CH:39]([S:47][CH2:48][CH2:49]Br)[C:40]2[CH:45]=[CH:44][C:43]([F:46])=[CH:42][CH:41]=2)=[CH:35][CH:34]=1.[N:51]1([CH2:57][CH:58]([OH:60])[CH3:59])[CH2:56][CH2:55][NH:54][CH2:53][CH2:52]1. (2) Given the product [C:1]([C:3]1[CH:4]=[C:5]([CH:22]([CH3:24])[CH3:23])[C:6]2[O:10][C:9]([C:11]3[CH:20]=[CH:19][C:14]([C:15]([O:17][CH3:18])=[O:16])=[CH:13][CH:12]=3)=[N:8][C:7]=2[CH:21]=1)#[N:2], predict the reactants needed to synthesize it. The reactants are: [C:1]([C:3]1[CH:4]=[C:5]([C:22]([CH3:24])=[CH2:23])[C:6]2[O:10][C:9]([C:11]3[CH:20]=[CH:19][C:14]([C:15]([O:17][CH3:18])=[O:16])=[CH:13][CH:12]=3)=[N:8][C:7]=2[CH:21]=1)#[N:2].[H][H]. (3) Given the product [O:16]=[C:5]1[C:4]2[CH:3]=[C:2]([O:1][C:26](=[O:27])[CH2:25][CH2:24][Cl:23])[CH:15]=[CH:14][C:13]=2[S:12][C:11]2[C:6]1=[CH:7][CH:8]=[CH:9][CH:10]=2, predict the reactants needed to synthesize it. The reactants are: [OH:1][C:2]1[CH:15]=[CH:14][C:13]2[S:12][C:11]3[C:6](=[CH:7][CH:8]=[CH:9][CH:10]=3)[C:5](=[O:16])[C:4]=2[CH:3]=1.N1C=CC=CC=1.[Cl:23][CH2:24][CH2:25][C:26](Cl)=[O:27].